From a dataset of Forward reaction prediction with 1.9M reactions from USPTO patents (1976-2016). Predict the product of the given reaction. (1) Given the reactants [Br:1][C:2]1[N:3]=[C:4]([C:14](=[O:19])C(Cl)(Cl)Cl)[N:5]([C:7]2[C:12]([Cl:13])=[CH:11][CH:10]=[CH:9][N:8]=2)[CH:6]=1.[NH2:20][C:21]1[C:29]([Br:30])=[CH:28][C:27]([Br:31])=[CH:26][C:22]=1[C:23](O)=[O:24].C(N(CC)CC)C.CS(Cl)(=O)=O, predict the reaction product. The product is: [Br:1][C:2]1[N:3]=[C:4]([C:14]2[O:19][C:23](=[O:24])[C:22]3[CH:26]=[C:27]([Br:31])[CH:28]=[C:29]([Br:30])[C:21]=3[N:20]=2)[N:5]([C:7]2[C:12]([Cl:13])=[CH:11][CH:10]=[CH:9][N:8]=2)[CH:6]=1. (2) Given the reactants [OH:1][CH2:2][C:3]1[CH:4]=[C:5]([CH:16]=[CH:17][C:18]=1[O:19][CH3:20])[CH2:6][CH:7]([C:12]([O:14][CH3:15])=[O:13])[C:8]([O:10][CH3:11])=[O:9].[Cl:21][C:22]1[CH:27]=[CH:26][C:25]([N:28]=[C:29]=[O:30])=[CH:24][CH:23]=1, predict the reaction product. The product is: [Cl:21][C:22]1[CH:27]=[CH:26][C:25]([NH:28][C:29]([O:1][CH2:2][C:3]2[CH:4]=[C:5]([CH:16]=[CH:17][C:18]=2[O:19][CH3:20])[CH2:6][CH:7]([C:8]([O:10][CH3:11])=[O:9])[C:12]([O:14][CH3:15])=[O:13])=[O:30])=[CH:24][CH:23]=1. (3) Given the reactants CC1(C)C(C)(C)OB([C:9]2[CH:17]=[CH:16][CH:15]=[C:14]3[C:10]=2[CH:11]=[CH:12][NH:13]3)O1.Br[C:20]1[CH:21]=[C:22]([CH2:26][C:27]([OH:29])=[O:28])[CH:23]=[CH:24][CH:25]=1.[OH-].[Na+], predict the reaction product. The product is: [NH:13]1[C:14]2[C:10](=[C:9]([C:20]3[CH:21]=[C:22]([CH2:26][C:27]([OH:29])=[O:28])[CH:23]=[CH:24][CH:25]=3)[CH:17]=[CH:16][CH:15]=2)[CH:11]=[CH:12]1. (4) Given the reactants [CH3:1][C:2]1[C:10]2[C:9]([CH2:11][C:12]#[N:13])=[N:8][CH:7]=[N:6][C:5]=2[S:4][CH:3]=1.C([OH:16])C.Cl, predict the reaction product. The product is: [CH3:1][C:2]1[C:10]2[C:9]([CH2:11][C:12]([NH2:13])=[O:16])=[N:8][CH:7]=[N:6][C:5]=2[S:4][CH:3]=1. (5) Given the reactants [NH2:1][C:2]1[CH:3]=[N:4][CH:5]=[CH:6][CH:7]=1.[CH2:8]([S:10](Cl)(=[O:12])=[O:11])[CH3:9], predict the reaction product. The product is: [CH2:8]([S:10]([N:4]1[CH:5]=[CH:6][CH:7]=[C:2]([NH2:1])[CH2:3]1)(=[O:12])=[O:11])[CH3:9]. (6) Given the reactants [F:1][C:2]1[CH:7]=[C:6]([F:8])[CH:5]=[CH:4][C:3]=1[CH:9]([N:14]1[C:22](=[O:23])[C:21]2[C:16](=[CH:17][CH:18]=[CH:19][CH:20]=2)[C:15]1=[O:24])[CH2:10]C(O)=O.C([N:27]([CH2:30]C)CC)C.C1(C)C=CC=CC=1.C1(P(N=[N+]=[N-])(C2C=CC=CC=2)=[O:46])C=CC=CC=1.[C:56]([OH:60])([CH3:59])([CH3:58])[CH3:57], predict the reaction product. The product is: [C:56]([O:60][C:30](=[O:46])[NH:27][CH2:10][CH:9]([C:3]1[CH:4]=[CH:5][C:6]([F:8])=[CH:7][C:2]=1[F:1])[N:14]1[C:15](=[O:24])[C:16]2[C:21](=[CH:20][CH:19]=[CH:18][CH:17]=2)[C:22]1=[O:23])([CH3:59])([CH3:58])[CH3:57]. (7) Given the reactants [H-].[Na+].[CH2:3]([OH:5])[CH3:4].[Cl:6][C:7]1[CH:23]=[C:22]([Cl:24])[CH:21]=[CH:20][C:8]=1[CH2:9][NH:10][C:11](=[O:19])[C:12]1[CH:17]=[CH:16][N:15]=[C:14](F)[CH:13]=1, predict the reaction product. The product is: [Cl:6][C:7]1[CH:23]=[C:22]([Cl:24])[CH:21]=[CH:20][C:8]=1[CH2:9][NH:10][C:11](=[O:19])[C:12]1[CH:17]=[CH:16][N:15]=[C:14]([O:5][CH2:3][CH3:4])[CH:13]=1.